From a dataset of Reaction yield outcomes from USPTO patents with 853,638 reactions. Predict the reaction yield, written as a fraction of the theoretical maximum amount of product (1.0 means a 100% yield; for example, 0.34 means a 34% yield). (1) The reactants are [C:1]([O:5][C:6](=[O:20])[NH:7][C:8]1[CH:13]=[CH:12][C:11]([CH2:14][CH2:15][CH3:16])=[C:10]([N+:17]([O-:19])=[O:18])[CH:9]=1)([CH3:4])([CH3:3])[CH3:2].[CH3:21]I. The catalyst is CN(C=O)C. The product is [C:1]([O:5][C:6](=[O:20])[N:7]([CH3:21])[C:8]1[CH:13]=[CH:12][C:11]([CH2:14][CH2:15][CH3:16])=[C:10]([N+:17]([O-:19])=[O:18])[CH:9]=1)([CH3:2])([CH3:3])[CH3:4]. The yield is 0.520. (2) The reactants are [CH3:1][C:2]([CH3:6])([OH:5])[C:3]#[N:4].[Cl:7][CH2:8][CH2:9]O. The catalyst is O.[Cl-].[Cl-].[Zn+2]. The product is [Cl:7][CH2:8][CH2:9][O:5][C:2]([CH3:6])([CH3:1])[C:3]#[N:4]. The yield is 0.638. (3) The reactants are [OH:1][C@@:2]12[C@H:23]3[C@:18]([CH3:29])([CH2:19][CH2:20][C@:21]([CH3:28])([C:24]([O:26][CH3:27])=[O:25])[CH2:22]3)[CH2:17][CH2:16][C@@:15]1([CH3:30])[C@@:14]1([CH3:31])[C:5]([C@:6]3([CH3:36])[C@@H:11]([CH2:12][CH2:13]1)[C:10]([CH3:33])([CH3:32])[C:9](=[O:34])[C:8](I)=[CH:7]3)=[CH:4][C:3]2=[O:37].[Cu][C:39]#[N:40]. The catalyst is CN1CCCC1=O. The product is [C:39]([C:8]1[C:9](=[O:34])[C:10]([CH3:33])([CH3:32])[C@H:11]2[C@:6]([CH3:36])([CH:7]=1)[C:5]1[C@:14]([CH3:31])([C@@:15]3([CH3:30])[C@:2]([OH:1])([C:3](=[O:37])[CH:4]=1)[C@H:23]1[C@:18]([CH3:29])([CH2:19][CH2:20][C@:21]([CH3:28])([C:24]([O:26][CH3:27])=[O:25])[CH2:22]1)[CH2:17][CH2:16]3)[CH2:13][CH2:12]2)#[N:40]. The yield is 0.530. (4) The reactants are Br[C:2]1[CH:3]=[C:4]2[C:8](=[CH:9][C:10]=1[Cl:11])[NH:7][N:6]=[C:5]2[C:12]([OH:14])=[O:13].[C:15]([C:18]1[CH:23]=[CH:22][C:21](B(O)O)=[CH:20][CH:19]=1)(=[O:17])[CH3:16].C(=O)([O-])[O-].[K+].[K+]. The catalyst is C1(C)C=CC=CC=1.CCO.C1C=CC(P(C2C=CC=CC=2)[C-]2C=CC=C2)=CC=1.C1C=CC(P(C2C=CC=CC=2)[C-]2C=CC=C2)=CC=1.Cl[Pd]Cl.[Fe+2]. The product is [C:15]([C:18]1[CH:23]=[CH:22][C:21]([C:2]2[CH:3]=[C:4]3[C:8](=[CH:9][C:10]=2[Cl:11])[NH:7][N:6]=[C:5]3[C:12]([OH:14])=[O:13])=[CH:20][CH:19]=1)(=[O:17])[CH3:16]. The yield is 0.400. (5) The catalyst is CN(C=O)C. The product is [Br:1][C:2]1[C:3](=[O:17])[N:4]([CH2:9][C:10]2[CH:15]=[CH:14][CH:13]=[C:12]([F:16])[CH:11]=2)[CH:5]=[CH:6][C:7]=1[O:8][CH:25]([C:27]1[CH:32]=[CH:31][CH:30]=[CH:29][CH:28]=1)[CH3:26]. The yield is 0.520. The reactants are [Br:1][C:2]1[C:3](=[O:17])[N:4]([CH2:9][C:10]2[CH:15]=[CH:14][CH:13]=[C:12]([F:16])[CH:11]=2)[CH:5]=[CH:6][C:7]=1[OH:8].C(=O)([O-])[O-].[K+].[K+].Br[CH:25]([C:27]1[CH:32]=[CH:31][CH:30]=[CH:29][CH:28]=1)[CH3:26].